Dataset: Catalyst prediction with 721,799 reactions and 888 catalyst types from USPTO. Task: Predict which catalyst facilitates the given reaction. (1) Reactant: [Cl:1][C:2]1[CH:7]=[C:6]([C:8]#[C:9][Si](C)(C)C)[CH:5]=[CH:4][C:3]=1[NH:14][C:15]1[C:27]([F:28])=[C:26]([F:29])[CH:25]=[CH:24][C:16]=1[C:17]([NH:19][O:20][CH2:21][CH2:22][OH:23])=[O:18].C(O)(=O)C.[F-].[Cs+]. Product: [Cl:1][C:2]1[CH:7]=[C:6]([C:8]#[CH:9])[CH:5]=[CH:4][C:3]=1[NH:14][C:15]1[C:27]([F:28])=[C:26]([F:29])[CH:25]=[CH:24][C:16]=1[C:17]([NH:19][O:20][CH2:21][CH2:22][OH:23])=[O:18]. The catalyst class is: 5. (2) Reactant: [ClH:1].[NH2:2][C:3]1[CH:4]=[C:5]([C:9]2[N:10]=[CH:11][N:12]([C:14]([N:16]([CH:18]3[CH2:23][CH2:22][CH2:21][CH2:20][CH2:19]3)[CH3:17])=[O:15])[CH:13]=2)[CH:6]=[CH:7][CH:8]=1.[N:24]#[C:25][NH2:26]. Product: [ClH:1].[CH:18]1([N:16]([CH3:17])[C:14]([N:12]2[CH:13]=[C:9]([C:5]3[CH:6]=[CH:7][CH:8]=[C:3]([NH:2][C:25]([NH2:26])=[NH:24])[CH:4]=3)[N:10]=[CH:11]2)=[O:15])[CH2:23][CH2:22][CH2:21][CH2:20][CH2:19]1. The catalyst class is: 8.